Task: Predict the product of the given reaction.. Dataset: Forward reaction prediction with 1.9M reactions from USPTO patents (1976-2016) (1) Given the reactants [CH2:1]([NH:9][C:10]([C@H:12]1[N:17]2[C:18](=[O:35])[C@@H:19]([N:24]3C(=O)C4C(=CC=CC=4)C3=O)[CH2:20][CH2:21][C:22](=[O:23])[N:16]2[CH2:15][CH2:14][CH2:13]1)=[O:11])[CH2:2][C:3]1[CH:8]=[CH:7][CH:6]=[CH:5][CH:4]=1, predict the reaction product. The product is: [CH2:1]([NH:9][C:10]([C@H:12]1[N:17]2[C:18](=[O:35])[C@@H:19]([NH2:24])[CH2:20][CH2:21][C:22](=[O:23])[N:16]2[CH2:15][CH2:14][CH2:13]1)=[O:11])[CH2:2][C:3]1[CH:8]=[CH:7][CH:6]=[CH:5][CH:4]=1. (2) Given the reactants Br[C:2]1[CH:3]=[C:4]([O:13][CH2:14][C:15]2[C:20]([CH3:21])=[CH:19][CH:18]=[CH:17][C:16]=2[CH3:22])[C:5]2[N:6]([C:8]([CH3:12])=[C:9]([CH3:11])[N:10]=2)[CH:7]=1.[C:23]1(B(O)O)[CH:28]=[CH:27][CH:26]=[CH:25][CH:24]=1.C(=O)([O-])[O-].[Na+].[Na+], predict the reaction product. The product is: [CH3:22][C:16]1[CH:17]=[CH:18][CH:19]=[C:20]([CH3:21])[C:15]=1[CH2:14][O:13][C:4]1[C:5]2[N:6]([C:8]([CH3:12])=[C:9]([CH3:11])[N:10]=2)[CH:7]=[C:2]([C:23]2[CH:28]=[CH:27][CH:26]=[CH:25][CH:24]=2)[CH:3]=1. (3) The product is: [F:13][C:10]1[CH:9]=[C:8]2[C:7](=[CH:12][CH:11]=1)[C:4](=[O:5])[O:26][C:14]2([CH2:33][CH2:32][CH2:31][CH2:30][O:29][CH3:28])[CH2:15][CH2:16][NH:17][CH3:25]. Given the reactants CC1(C)C[O:5][C:4]([C:7]2[CH:12]=[CH:11][C:10]([F:13])=[CH:9][C:8]=2[C:14](=[O:26])[CH2:15][CH2:16][N:17]([CH3:25])C(=O)OC(C)(C)C)=N1.[CH3:28][O:29][CH2:30][CH2:31][CH2:32][CH2:33][Mg]Cl.C(OCC)(=O)C, predict the reaction product. (4) Given the reactants [C:1]1(=[O:11])[NH:5][C:4](=[O:6])[C:3]2=[CH:7][CH:8]=[CH:9][CH:10]=[C:2]12.[K].Br[CH2:14]/[CH:15]=[CH:16]/[CH2:17]Br.[OH2:19], predict the reaction product. The product is: [C:1]1(=[O:11])[N:5]([CH2:14]/[CH:15]=[CH:16]/[CH2:17][N:5]2[C:1](=[O:19])[C:2]3=[CH:10][CH:9]=[CH:8][CH:7]=[C:3]3[C:4]2=[O:6])[C:4](=[O:6])[C:3]2=[CH:7][CH:8]=[CH:9][CH:10]=[C:2]12. (5) Given the reactants CN(C)[CH:3]=[CH:4][C:5]([C:7]1[S:11][C:10]([N:12]=CN(C)C)=[N:9][C:8]=1[CH3:17])=O.[NH:19]([C:23]1[CH:24]=[C:25]([S:29]([NH:32][CH2:33][CH2:34][O:35][CH3:36])(=[O:31])=[O:30])[CH:26]=[CH:27][CH:28]=1)[C:20]([NH2:22])=[NH:21], predict the reaction product. The product is: [NH2:12][C:10]1[S:11][C:7]([C:5]2[CH:4]=[CH:3][N:22]=[C:20]([NH:19][C:23]3[CH:24]=[C:25]([S:29]([NH:32][CH2:33][CH2:34][O:35][CH3:36])(=[O:31])=[O:30])[CH:26]=[CH:27][CH:28]=3)[N:21]=2)=[C:8]([CH3:17])[N:9]=1. (6) Given the reactants [Cl:1][C:2]1[CH:3]=[C:4]([C:16]([NH:18][C@H:19]([C:21]2[CH:29]=[CH:28][C:24]([C:25]([OH:27])=[O:26])=[CH:23][CH:22]=2)[CH3:20])=[O:17])[C:5](OC2C=CC=C(F)C=2)=[N:6][CH:7]=1.[CH3:30][C:31]1[CH:36]=[C:35]([CH3:37])[CH:34]=[CH:33][C:32]=1[OH:38], predict the reaction product. The product is: [Cl:1][C:2]1[CH:3]=[C:4]([C:16]([NH:18][C@H:19]([C:21]2[CH:29]=[CH:28][C:24]([C:25]([OH:27])=[O:26])=[CH:23][CH:22]=2)[CH3:20])=[O:17])[C:5]([O:38][C:32]2[CH:33]=[CH:34][C:35]([CH3:37])=[CH:36][C:31]=2[CH3:30])=[N:6][CH:7]=1. (7) Given the reactants C(OP([CH2:9][C:10]([O:12][CH2:13][CH3:14])=[O:11])(OCC)=O)C.[H-].[Na+].[CH2:17]([N:24]1[C:28]([CH:29]=O)=[CH:27][C:26]([O:31][CH2:32][CH2:33][CH3:34])=[N:25]1)[C:18]1[CH:23]=[CH:22][CH:21]=[CH:20][CH:19]=1.[Cl-].[NH4+], predict the reaction product. The product is: [CH2:17]([N:24]1[C:28](/[CH:29]=[CH:9]/[C:10]([O:12][CH2:13][CH3:14])=[O:11])=[CH:27][C:26]([O:31][CH2:32][CH2:33][CH3:34])=[N:25]1)[C:18]1[CH:19]=[CH:20][CH:21]=[CH:22][CH:23]=1. (8) Given the reactants I[C:2]1[C:3]2[C:25]([O:26][CH3:27])=[CH:24][CH:23]=[N:22][C:4]=2[N:5]2[C:10]=1[CH:9]=[CH:8][N:7]=[C:6]2[NH:11][S:12]([C:15]1[CH:21]=[CH:20][C:18]([CH3:19])=[CH:17][CH:16]=1)(=[O:14])=[O:13].C(Cl)(Cl)Cl.C1C=CC(P(C2C=CC=CC=2)C2C=CC=CC=2)=CC=1.[Li+].[Cl-], predict the reaction product. The product is: [CH3:27][O:26][C:25]1[C:3]2[CH:2]=[C:10]3[CH:9]=[CH:8][N:7]=[C:6]([NH:11][S:12]([C:15]4[CH:21]=[CH:20][C:18]([CH3:19])=[CH:17][CH:16]=4)(=[O:14])=[O:13])[N:5]3[C:4]=2[N:22]=[CH:23][CH:24]=1.